Dataset: Full USPTO retrosynthesis dataset with 1.9M reactions from patents (1976-2016). Task: Predict the reactants needed to synthesize the given product. Given the product [Br:1][C:2]1[CH:7]=[CH:6][C:5]([NH:8][C:9]2[C:10]([F:22])=[C:11]3[N:20]=[CH:19][N:18]([CH3:21])[C:12]3=[N:13][C:14]=2[C:15]([NH:30][NH2:31])=[O:16])=[C:4]([F:23])[CH:3]=1, predict the reactants needed to synthesize it. The reactants are: [Br:1][C:2]1[CH:7]=[CH:6][C:5]([NH:8][C:9]2[C:10]([F:22])=[C:11]3[N:20]=[CH:19][N:18]([CH3:21])[C:12]3=[N:13][C:14]=2[C:15](O)=[O:16])=[C:4]([F:23])[CH:3]=1.C1C=CC2N(O)[N:31]=[N:30]C=2C=1.CCN=C=NCCCN(C)C.NN.